This data is from hERG potassium channel inhibition data for cardiac toxicity prediction from Karim et al.. The task is: Regression/Classification. Given a drug SMILES string, predict its toxicity properties. Task type varies by dataset: regression for continuous values (e.g., LD50, hERG inhibition percentage) or binary classification for toxic/non-toxic outcomes (e.g., AMES mutagenicity, cardiotoxicity, hepatotoxicity). Dataset: herg_karim. (1) The molecule is Cc1c([C@@H](O)CN2CCC3(CC2)CCN(c2cc(C)c(=O)n(C)n2)C3=O)ccc2c1COC2=O. The result is 1 (blocker). (2) The drug is Cc1ccc2c(c1)CC(CCN(C)C)=C2[C@@H](C)c1cnccn1. The result is 1 (blocker). (3) The molecule is C=CC(=O)Nc1cc(Nc2nccc(-c3cn4c5c(cccc35)CCC4)n2)c(OC)cc1N(C)CCN(C)C. The result is 1 (blocker).